From a dataset of Peptide-MHC class I binding affinity with 185,985 pairs from IEDB/IMGT. Regression. Given a peptide amino acid sequence and an MHC pseudo amino acid sequence, predict their binding affinity value. This is MHC class I binding data. (1) The peptide sequence is RYPGVMYAF. The MHC is HLA-B15:09 with pseudo-sequence HLA-B15:09. The binding affinity (normalized) is 0.0847. (2) The peptide sequence is CLSDEINHV. The MHC is HLA-A02:01 with pseudo-sequence HLA-A02:01. The binding affinity (normalized) is 0.778.